Dataset: Forward reaction prediction with 1.9M reactions from USPTO patents (1976-2016). Task: Predict the product of the given reaction. (1) The product is: [Br:1][C:2]1[C:3]([N+:19]([O-:21])=[O:20])=[C:4]2[C:9](=[CH:10][CH:11]=1)[N:8]=[C:7]([C:12]1[S:16][C:15]([CH3:17])=[N:14][C:13]=1[CH3:18])[CH:6]=[CH:5]2. Given the reactants [Br:1][C:2]1[CH:3]=[C:4]2[C:9](=[CH:10][CH:11]=1)[N:8]=[C:7]([C:12]1[S:16][C:15]([CH3:17])=[N:14][C:13]=1[CH3:18])[CH:6]=[CH:5]2.[N+:19]([O-])([OH:21])=[O:20], predict the reaction product. (2) Given the reactants [CH2:1]([Zn]CC)C.CCCCCC.FC(F)(F)C(O)=O.ICI.[CH2:22]([O:24][C:25]([C:27]1[C:28]([CH3:42])=[N:29][N:30]([C:32]2[C:37]([CH2:38][O:39][CH:40]=[CH2:41])=[CH:36][CH:35]=[CH:34][N:33]=2)[CH:31]=1)=[O:26])[CH3:23].Cl, predict the reaction product. The product is: [CH:40]1([O:39][CH2:38][C:37]2[C:32]([N:30]3[CH:31]=[C:27]([C:25]([O:24][CH2:22][CH3:23])=[O:26])[C:28]([CH3:42])=[N:29]3)=[N:33][CH:34]=[CH:35][CH:36]=2)[CH2:1][CH2:41]1. (3) Given the reactants CS(O[CH2:6][C:7]1[N:11]2[C:12](=[O:27])[CH:13]=[C:14]([CH2:16][N:17]([CH2:25][CH3:26])[C:18]3[CH:23]=[CH:22][C:21]([F:24])=[CH:20][CH:19]=3)[N:15]=[C:10]2[S:9][C:8]=1[CH3:28])(=O)=O.[CH3:29][S:30]([O-:32])=[O:31].[Na+], predict the reaction product. The product is: [CH2:25]([N:17]([CH2:16][C:14]1[N:15]=[C:10]2[S:9][C:8]([CH3:28])=[C:7]([CH2:6][S:30]([CH3:29])(=[O:32])=[O:31])[N:11]2[C:12](=[O:27])[CH:13]=1)[C:18]1[CH:23]=[CH:22][C:21]([F:24])=[CH:20][CH:19]=1)[CH3:26]. (4) Given the reactants [OH:1][CH2:2][C:3]([NH:28]C(=O)C)([CH2:26][OH:27])[CH2:4][CH:5]([OH:25])[C:6]1[CH:11]=[CH:10][C:9]([O:12][C:13]2[CH:18]=[CH:17][C:16]([C:19]3[N:20]=[C:21]([CH3:24])[O:22][CH:23]=3)=[CH:15][CH:14]=2)=[CH:8][CH:7]=1.[OH-].[Na+], predict the reaction product. The product is: [NH2:28][C:3]([CH2:26][OH:27])([CH2:2][OH:1])[CH2:4][CH:5]([C:6]1[CH:7]=[CH:8][C:9]([O:12][C:13]2[CH:18]=[CH:17][C:16]([C:19]3[N:20]=[C:21]([CH3:24])[O:22][CH:23]=3)=[CH:15][CH:14]=2)=[CH:10][CH:11]=1)[OH:25]. (5) Given the reactants [CH2:1]([O:3][C:4]([N:6]1[CH2:14][CH2:13][CH:12]2[CH:8]([CH2:9][C:10]3[CH:17]=[CH:16][S:15][C:11]=32)[CH2:7]1)=[O:5])[CH3:2].C(Cl)(Cl)Cl.C1C(=O)N([Br:29])C(=O)C1, predict the reaction product. The product is: [CH2:1]([O:3][C:4]([N:6]1[CH2:14][CH2:13][CH:12]2[CH:8]([CH2:9][C:10]3[CH:17]=[C:16]([Br:29])[S:15][C:11]=32)[CH2:7]1)=[O:5])[CH3:2]. (6) Given the reactants [CH:1]1([NH:6][C:7]2[C:12]([C:13]#[N:14])=[CH:11][N:10]=[C:9](S(C)=O)[N:8]=2)[CH2:5][CH2:4][CH2:3][CH2:2]1.[C:18]([O:22][C:23]([N:25]1[CH2:30][CH2:29][N:28]([C:31]2[CH:32]=[N:33][C:34]([NH2:37])=[CH:35][CH:36]=2)[CH2:27][CH2:26]1)=[O:24])([CH3:21])([CH3:20])[CH3:19], predict the reaction product. The product is: [C:18]([O:22][C:23]([N:25]1[CH2:30][CH2:29][N:28]([C:31]2[CH:32]=[N:33][C:34]([NH:37][C:9]3[N:8]=[C:7]([NH:6][CH:1]4[CH2:5][CH2:4][CH2:3][CH2:2]4)[C:12]([C:13]#[N:14])=[CH:11][N:10]=3)=[CH:35][CH:36]=2)[CH2:27][CH2:26]1)=[O:24])([CH3:21])([CH3:19])[CH3:20]. (7) Given the reactants [Br:1][C:2]1[CH:7]=[CH:6][N:5]=[C:4]2[NH:8][CH:9]=[CH:10][C:3]=12.[H-].[Na+].[C:13]1([S:19](Cl)(=[O:21])=[O:20])[CH:18]=[CH:17][CH:16]=[CH:15][CH:14]=1, predict the reaction product. The product is: [Br:1][C:2]1[CH:7]=[CH:6][N:5]=[C:4]2[N:8]([S:19]([C:13]3[CH:18]=[CH:17][CH:16]=[CH:15][CH:14]=3)(=[O:21])=[O:20])[CH:9]=[CH:10][C:3]=12. (8) Given the reactants [Cl:1][C:2]1[CH:3]=[C:4]([C:8]2[N:13]=[C:12]3[CH2:14][CH2:15][CH2:16][C:11]3=[C:10]([NH:17][C:18]3[CH:27]=[CH:26][C:21]([C:22]([O:24]C)=[O:23])=[CH:20][CH:19]=3)[CH:9]=2)[CH:5]=[CH:6][CH:7]=1.[Li+].[OH-].O.C1COCC1.Cl, predict the reaction product. The product is: [Cl:1][C:2]1[CH:3]=[C:4]([C:8]2[N:13]=[C:12]3[CH2:14][CH2:15][CH2:16][C:11]3=[C:10]([NH:17][C:18]3[CH:19]=[CH:20][C:21]([C:22]([OH:24])=[O:23])=[CH:26][CH:27]=3)[CH:9]=2)[CH:5]=[CH:6][CH:7]=1. (9) Given the reactants [CH3:1][C:2]1[CH:7]=[CH:6][C:5]([C:8]#[CH:9])=[CH:4][CH:3]=1.[Cl:10][C:11]1[CH:18]=[CH:17][C:14]([CH2:15][SH:16])=[CH:13][CH:12]=1.[Na], predict the reaction product. The product is: [CH3:1][C:2]1[CH:7]=[CH:6][C:5](/[CH:8]=[CH:9]\[CH:15]([S:16][CH:15](/[CH:9]=[CH:8]\[C:5]2[CH:6]=[CH:7][C:2]([CH3:1])=[CH:3][CH:4]=2)[C:14]2[CH:17]=[CH:18][C:11]([Cl:10])=[CH:12][CH:13]=2)[C:14]2[CH:17]=[CH:18][C:11]([Cl:10])=[CH:12][CH:13]=2)=[CH:4][CH:3]=1.